Task: Predict the reactants needed to synthesize the given product.. Dataset: Full USPTO retrosynthesis dataset with 1.9M reactions from patents (1976-2016) Given the product [CH3:4][N:5]1[C:20]2[C:19]3([C:21]4[CH:26]=[CH:25][CH:24]=[CH:23][CH:22]=4)[CH2:18][CH:14]([C:15]#[N:16])[C:13](=[O:17])[CH:12]([CH3:27])[CH:11]3[CH2:10][CH2:9][C:8]=2[C:7]([C:28]2[CH:29]=[CH:30][CH:31]=[CH:32][CH:33]=2)=[N:6]1, predict the reactants needed to synthesize it. The reactants are: C[O-].[Na+].[CH3:4][N:5]1[C:20]2[C:19]3([C:21]4[CH:26]=[CH:25][CH:24]=[CH:23][CH:22]=4)[CH:11]([CH:12]([CH3:27])[C:13]4[O:17][N:16]=[CH:15][C:14]=4[CH2:18]3)[CH2:10][CH2:9][C:8]=2[C:7]([C:28]2[CH:33]=[CH:32][CH:31]=[CH:30][CH:29]=2)=[N:6]1.